Dataset: Catalyst prediction with 721,799 reactions and 888 catalyst types from USPTO. Task: Predict which catalyst facilitates the given reaction. (1) Reactant: [Cl:1][C:2]1[CH:7]=[CH:6][CH:5]=[CH:4][C:3]=1[C:8]1[CH:9]=[N:10][C:11]2[N:12]([N:21]=[CH:22][C:23]=2[C:24](=[O:34])[NH:25][C:26]2([C:32]#[N:33])[CH2:31][CH2:30][CH2:29][CH2:28][CH2:27]2)[C:13]=1[C:14]1[CH:19]=[CH:18][C:17]([Cl:20])=[CH:16][CH:15]=1.CS(O)(=O)=[O:37].C(=O)([O-])O.[Na+]. Product: [C:32]([C:26]1([NH:25][C:24]([C:23]2[CH:22]=[N:21][N:12]3[C:13]([C:14]4[CH:15]=[CH:16][C:17]([Cl:20])=[CH:18][CH:19]=4)=[C:8]([C:3]4[CH:4]=[CH:5][CH:6]=[CH:7][C:2]=4[Cl:1])[CH:9]=[N:10][C:11]=23)=[O:34])[CH2:31][CH2:30][CH2:29][CH2:28][CH2:27]1)(=[O:37])[NH2:33]. The catalyst class is: 34. (2) Reactant: C[O:2][C:3](=[O:29])[CH2:4][CH2:5][N:6]1[CH2:10][CH2:9][CH2:8][C@@H:7]1[CH2:11][O:12][C:13]1[CH:18]=[CH:17][C:16]([N:19]2[C:27]([Cl:28])=[C:26]3[C:21]([CH:22]=[CH:23][CH:24]=[CH:25]3)=[N:20]2)=[CH:15][CH:14]=1.O.Cl. Product: [ClH:28].[Cl:28][C:27]1[N:19]([C:16]2[CH:17]=[CH:18][C:13]([O:12][CH2:11][C@H:7]3[CH2:8][CH2:9][CH2:10][N:6]3[CH2:5][CH2:4][C:3]([OH:29])=[O:2])=[CH:14][CH:15]=2)[N:20]=[C:21]2[C:26]=1[CH:25]=[CH:24][CH:23]=[CH:22]2. The catalyst class is: 12. (3) Reactant: [OH:1][CH2:2][CH2:3][C@@H:4]1[CH2:6][C@@H:5]1[CH:7]1[CH2:12][CH2:11][N:10]([C:13]#[N:14])[CH2:9][CH2:8]1.[NH2:15][OH:16]. Product: [OH:16][NH:15][C:13]([N:10]1[CH2:11][CH2:12][CH:7]([C@H:5]2[CH2:6][C@H:4]2[CH2:3][CH2:2][OH:1])[CH2:8][CH2:9]1)=[NH:14]. The catalyst class is: 8. (4) Reactant: Br[C:2]1[C:10]2[C:5](=[N:6][CH:7]=[CH:8][C:9]=2[O:11][C:12]2[CH:30]=[CH:29][C:15]([C:16]([NH:18][C:19]3[CH:24]=[C:23]([C:25]([F:28])([F:27])[F:26])[CH:22]=[CH:21][N:20]=3)=[O:17])=[CH:14][CH:13]=2)[N:4]([CH2:31][C:32]2[CH:37]=[CH:36][C:35]([O:38][CH3:39])=[CH:34][CH:33]=2)[N:3]=1.[CH3:40][O:41][CH2:42][CH2:43][NH2:44].CC1(C)C2C(=C(P(C3C=CC=CC=3)C3C=CC=CC=3)C=CC=2)OC2C(P(C3C=CC=CC=3)C3C=CC=CC=3)=CC=CC1=2.C(O[K])(C)(C)C. Product: [CH3:40][O:41][CH2:42][CH2:43][NH:44][C:2]1[C:10]2[C:5](=[N:6][CH:7]=[CH:8][C:9]=2[O:11][C:12]2[CH:30]=[CH:29][C:15]([C:16]([NH:18][C:19]3[CH:24]=[C:23]([C:25]([F:28])([F:27])[F:26])[CH:22]=[CH:21][N:20]=3)=[O:17])=[CH:14][CH:13]=2)[N:4]([CH2:31][C:32]2[CH:37]=[CH:36][C:35]([O:38][CH3:39])=[CH:34][CH:33]=2)[N:3]=1. The catalyst class is: 62.